This data is from Forward reaction prediction with 1.9M reactions from USPTO patents (1976-2016). The task is: Predict the product of the given reaction. (1) Given the reactants [CH3:1][N:2]1[CH2:7][CH2:6][CH2:5][CH:4](OS(C)(=O)=O)[CH2:3]1.[N-:13]=[N+:14]=[N-:15].[Na+].O, predict the reaction product. The product is: [N:13]([CH:4]1[CH2:5][CH2:6][CH2:7][N:2]([CH3:1])[CH2:3]1)=[N+:14]=[N-:15]. (2) Given the reactants CO.[C:3](Cl)(=O)C.[OH:7][C@@H:8]1[CH2:12][NH:11][C@@H:10]([C:13]([OH:15])=[O:14])[CH2:9]1, predict the reaction product. The product is: [OH:7][C@@H:8]1[CH2:12][NH:11][C@@H:10]([C:13]([O:15][CH3:3])=[O:14])[CH2:9]1. (3) Given the reactants [CH:1]1[C:13]2[NH:12][C:11]3[C:6](=[CH:7][CH:8]=[CH:9][CH:10]=3)[C:5]=2[CH:4]=[CH:3][C:2]=1[O:14][CH2:15][CH2:16][CH2:17][CH2:18][CH2:19][C:20]([O:22]CC)=[O:21].[OH-].[Li+], predict the reaction product. The product is: [CH:1]1[C:13]2[NH:12][C:11]3[C:6](=[CH:7][CH:8]=[CH:9][CH:10]=3)[C:5]=2[CH:4]=[CH:3][C:2]=1[O:14][CH2:15][CH2:16][CH2:17][CH2:18][CH2:19][C:20]([OH:22])=[O:21]. (4) Given the reactants Cl.[NH2:2][C@@H:3]([C:19]([N:21]1[CH2:35][CH2:34][CH2:33][C@@H:22]1[C:23]([O:25][CH2:26][C:27]1[CH:32]=[CH:31][CH:30]=[CH:29][CH:28]=1)=[O:24])=[O:20])[CH2:4][CH2:5][CH2:6][CH2:7][NH:8][C:9]([O:11][CH2:12][C:13]1[CH:18]=[CH:17][CH:16]=[CH:15][CH:14]=1)=[O:10].[C:36](OC(=O)C)(=[O:38])[CH3:37].[OH-].[Na+], predict the reaction product. The product is: [NH:2]([C:36]([CH3:37])=[O:38])[C@@H:3]([C:19]([N:21]1[CH2:35][CH2:34][CH2:33][C@@H:22]1[C:23]([O:25][CH2:26][C:27]1[CH:32]=[CH:31][CH:30]=[CH:29][CH:28]=1)=[O:24])=[O:20])[CH2:4][CH2:5][CH2:6][CH2:7][NH:8][C:9]([O:11][CH2:12][C:13]1[CH:18]=[CH:17][CH:16]=[CH:15][CH:14]=1)=[O:10]. (5) Given the reactants [C:1]1(=[O:8])[CH2:6][CH2:5][CH2:4][C:3](=[O:7])[CH2:2]1.[CH2:9](O)[CH:10]([CH3:12])[CH3:11].O.C1(C)C=CC(S(O)(=O)=O)=CC=1, predict the reaction product. The product is: [CH2:9]([O:7][C:3]1[CH2:4][CH2:5][CH2:6][C:1](=[O:8])[CH:2]=1)[CH:10]([CH3:12])[CH3:11].